From a dataset of Full USPTO retrosynthesis dataset with 1.9M reactions from patents (1976-2016). Predict the reactants needed to synthesize the given product. (1) Given the product [P:33]([OH:36])([OH:35])([OH:34])=[O:32].[CH3:1][O:2][C:3]1[C:4]([CH2:13][N:14]2[CH2:19][CH2:18][C@@H:17]([CH3:20])[CH2:16][C@H:15]2[C:21]2[CH:22]=[CH:23][C:24]([C:25]([OH:27])=[O:26])=[CH:28][CH:29]=2)=[C:5]2[C:9](=[C:10]([CH3:12])[CH:11]=1)[NH:8][CH:7]=[CH:6]2, predict the reactants needed to synthesize it. The reactants are: [CH3:1][O:2][C:3]1[C:4]([CH2:13][N:14]2[CH2:19][CH2:18][C@@H:17]([CH3:20])[CH2:16][C@H:15]2[C:21]2[CH:29]=[CH:28][C:24]([C:25]([OH:27])=[O:26])=[CH:23][CH:22]=2)=[C:5]2[C:9](=[C:10]([CH3:12])[CH:11]=1)[NH:8][CH:7]=[CH:6]2.CO.[OH:32][P:33]([OH:36])([OH:35])=[O:34]. (2) Given the product [CH3:17][O:18][CH2:19][CH2:20][N:14]1[CH2:15][CH:9]([C:3]2[CH:4]=[CH:5][CH:6]=[CH:7][CH:8]=2)[CH2:10][CH2:11][CH2:12][C:13]1=[O:16], predict the reactants needed to synthesize it. The reactants are: [H-].[Na+].[C:3]1([CH:9]2[CH2:15][NH:14][C:13](=[O:16])[CH2:12][CH2:11][CH2:10]2)[CH:8]=[CH:7][CH:6]=[CH:5][CH:4]=1.[CH3:17][O:18][CH2:19][CH2:20]Br.O. (3) Given the product [O:15]1[CH2:20][CH2:19][CH2:18][CH2:17][CH:16]1[O:9][C:6]1[CH:5]=[CH:4][C:3]([C:2]([F:10])([F:11])[F:1])=[CH:8][CH:7]=1, predict the reactants needed to synthesize it. The reactants are: [F:1][C:2]([F:11])([F:10])[C:3]1[CH:8]=[CH:7][C:6]([OH:9])=[CH:5][CH:4]=1.ClCCl.[O:15]1[CH:20]=[CH:19][CH2:18][CH2:17][CH2:16]1.Cl.